Dataset: Reaction yield outcomes from USPTO patents with 853,638 reactions. Task: Predict the reaction yield, written as a fraction of the theoretical maximum amount of product (1.0 means a 100% yield; for example, 0.34 means a 34% yield). The reactants are [CH3:1][N:2]([CH3:30])[C:3]([O:5][C:6]1(O)[CH:15]=[CH:14][C:13]2[CH:12]([CH2:16][C:17](OCC)=[O:18])[N:11]([C:22]([O:24][C:25]([CH3:28])([CH3:27])[CH3:26])=[O:23])[CH2:10][CH2:9][C:8]=2[CH2:7]1)=[O:4].[H-].[Al+3].[Li+].[H-].[H-].[H-].O.[OH-].[Na+]. The catalyst is O1CCCC1.C(OCC)(=O)C. The product is [CH3:30][N:2]([CH3:1])[C:3]([O:5][C:6]1[CH:7]=[C:8]2[C:13](=[CH:14][CH:15]=1)[CH:12]([CH2:16][CH2:17][OH:18])[N:11]([C:22]([O:24][C:25]([CH3:27])([CH3:26])[CH3:28])=[O:23])[CH2:10][CH2:9]2)=[O:4]. The yield is 0.780.